Dataset: Full USPTO retrosynthesis dataset with 1.9M reactions from patents (1976-2016). Task: Predict the reactants needed to synthesize the given product. (1) Given the product [CH3:1][C:2]1[C:3](=[O:28])[C:4]2[C:9]([C:10](=[O:27])[C:11]=1[CH2:12][CH:13]([C:15](=[O:26])[C@H:16]([CH3:25])[NH2:17])[NH2:14])=[CH:8][CH:7]=[CH:6][CH:5]=2, predict the reactants needed to synthesize it. The reactants are: [CH3:1][C:2]1[C:3](=[O:28])[C:4]2[C:9]([C:10](=[O:27])[C:11]=1[CH2:12][CH:13]([C:15](=[O:26])[C@H:16]([CH3:25])[NH:17]C(OC(C)(C)C)=O)[NH2:14])=[CH:8][CH:7]=[CH:6][CH:5]=2.C(Cl)Cl.C(O)(C(F)(F)F)=O.Cl. (2) Given the product [C:11]([O:5][C:4](=[O:6])[CH:3]([CH2:2][Br:1])[CH:7]([CH3:9])[CH3:8])([CH3:13])([CH3:12])[CH3:10], predict the reactants needed to synthesize it. The reactants are: [Br:1][CH2:2][CH:3]([CH:7]([CH3:9])[CH3:8])[C:4]([OH:6])=[O:5].[CH3:10][C:11](=[CH2:13])[CH3:12].S(=O)(=O)(O)O.C(=O)(O)[O-].[Na+]. (3) Given the product [OH:16][C:10]1[CH:11]=[C:12]([OH:15])[CH:13]=[CH:14][C:9]=1[C:7]([OH:8])=[O:23], predict the reactants needed to synthesize it. The reactants are: C1C=CC([C:7]([C:9]2[CH:14]=[CH:13][C:12]([OH:15])=[CH:11][C:10]=2[OH:16])=[O:8])=CC=1.C(O)[C@H]1[O:23][C@H](O[C@]2(CO)O[C@H](CO)[C@@H](O)[C@@H]2O)[C@H](O)[C@@H](O)[C@@H]1O.